This data is from Reaction yield outcomes from USPTO patents with 853,638 reactions. The task is: Predict the reaction yield, written as a fraction of the theoretical maximum amount of product (1.0 means a 100% yield; for example, 0.34 means a 34% yield). (1) The catalyst is O.C(OCC)(=O)C. The product is [CH3:44][CH:43]([O:42][N:41]=[C:2]1[CH2:3][CH2:4][CH:5]([N:8]2[C:13](=[O:14])[C:12]([CH2:15][C:16]3[CH:21]=[CH:20][C:19]([C:22]4[CH:27]=[CH:26][CH:25]=[CH:24][C:23]=4[C:28]4[NH:32][C:31](=[O:33])[O:30][N:29]=4)=[CH:18][CH:17]=3)=[C:11]([CH2:34][CH2:35][CH3:36])[N:10]3[N:37]=[CH:38][N:39]=[C:9]23)[CH2:6][CH2:7]1)[CH3:45]. The reactants are O=[C:2]1[CH2:7][CH2:6][CH:5]([N:8]2[C:13](=[O:14])[C:12]([CH2:15][C:16]3[CH:21]=[CH:20][C:19]([C:22]4[CH:27]=[CH:26][CH:25]=[CH:24][C:23]=4[C:28]4[NH:32][C:31](=[O:33])[O:30][N:29]=4)=[CH:18][CH:17]=3)=[C:11]([CH2:34][CH2:35][CH3:36])[N:10]3[N:37]=[CH:38][N:39]=[C:9]23)[CH2:4][CH2:3]1.Cl.[NH2:41][O:42][CH:43]([CH3:45])[CH3:44].N1C=CC=CC=1.Cl. The yield is 0.790. (2) The reactants are [NH2:1][C:2]1[CH:11]=[CH:10][C:5]([C:6]([O:8][CH3:9])=[O:7])=[C:4]([O:12][CH2:13][CH:14]2[CH2:16][CH2:15]2)[CH:3]=1.N1C=CC=CC=1.[CH3:23][S:24](Cl)(=[O:26])=[O:25].Cl. The catalyst is C(Cl)Cl. The product is [CH:14]1([CH2:13][O:12][C:4]2[CH:3]=[C:2]([NH:1][S:24]([CH3:23])(=[O:26])=[O:25])[CH:11]=[CH:10][C:5]=2[C:6]([O:8][CH3:9])=[O:7])[CH2:16][CH2:15]1. The yield is 0.960. (3) The reactants are [Cl:1][C:2]1[CH:7]=[CH:6][N:5]=[C:4]2[CH:8]=[C:9]([C:11]([OH:13])=O)[S:10][C:3]=12.[CH3:14][N:15]([CH3:21])[CH2:16][CH2:17][CH2:18][NH:19][CH3:20].CCN(CC)CC. No catalyst specified. The product is [Cl:1][C:2]1[CH:7]=[CH:6][N:5]=[C:4]2[CH:8]=[C:9]([C:11]([N:19]([CH2:18][CH2:17][CH2:16][N:15]([CH3:21])[CH3:14])[CH3:20])=[O:13])[S:10][C:3]=12. The yield is 0.770. (4) The reactants are [Br:1][C:2]1[CH:16]=[CH:15][C:5]2[N:6]=[C:7]([NH:9][C:10]([NH:12][CH2:13][CH3:14])=[O:11])[S:8][C:4]=2[C:3]=1[OH:17].C(=O)([O-])[O-].[K+].[K+].Br[CH:25]([CH3:27])[CH3:26]. The catalyst is CN(C=O)C. The product is [Br:1][C:2]1[CH:16]=[CH:15][C:5]2[N:6]=[C:7]([NH:9][C:10]([NH:12][CH2:13][CH3:14])=[O:11])[S:8][C:4]=2[C:3]=1[O:17][CH:25]([CH3:27])[CH3:26]. The yield is 0.810. (5) The reactants are [O-][CH2:2][CH3:3].[Na+].[Br:5][C:6]1[CH:15]=[CH:14][C:13]2[C:8](=[CH:9][CH:10]=[C:11]([Br:17])[C:12]=2[OH:16])[C:7]=1[OH:18].[CH2:19](Br)[CH2:20][CH2:21][CH2:22][CH2:23][CH3:24]. The catalyst is C(O)C. The product is [Br:5][C:6]1[CH:15]=[CH:14][C:13]2[C:8](=[CH:9][CH:10]=[C:11]([Br:17])[C:12]=2[O:16][CH2:19][CH2:20][CH2:21][CH2:22][CH2:23][CH3:24])[C:7]=1[O:18][CH2:15][CH2:6][CH2:7][CH2:8][CH2:2][CH3:3]. The yield is 0.480. (6) The reactants are C(=O)([O-])[O-].[Cs+].[Cs+].O1[C:11]2[CH:12]=[CH:13][C:14]([CH:16]3[CH2:18][N:17]3[C:19]3[CH:23]4OC(C)(C)OC4C(=O)C=3)=[CH:15][C:10]=2OC1. The catalyst is O1CCOCC1. The product is [CH:16]1[C:14]2[CH:13]=[CH:12][CH:11]=[CH:10][C:15]=2[CH:23]=[CH:19][NH:17][CH:18]=1. The yield is 0.760. (7) The reactants are [NH2:1][CH2:2][CH:3]1[CH2:8][CH2:7][O:6][CH2:5][CH2:4]1.F[C:10]1[CH:15]=[CH:14][C:13]([N:16]([CH3:20])[C:17](=[O:19])[CH3:18])=[CH:12][C:11]=1[N+:21]([O-:23])=[O:22]. The catalyst is CCO. The product is [CH3:20][N:16]([C:13]1[CH:14]=[CH:15][C:10]([NH:1][CH2:2][CH:3]2[CH2:8][CH2:7][O:6][CH2:5][CH2:4]2)=[C:11]([N+:21]([O-:23])=[O:22])[CH:12]=1)[C:17](=[O:19])[CH3:18]. The yield is 0.960.